From a dataset of Catalyst prediction with 721,799 reactions and 888 catalyst types from USPTO. Predict which catalyst facilitates the given reaction. (1) Reactant: [O:1]=[C:2]1[C:6]2([CH2:11][CH2:10][N:9]([C:12]([O:14][C:15]([CH3:18])([CH3:17])[CH3:16])=[O:13])[CH2:8][CH2:7]2)[N:5]([C:19]2[CH:24]=[CH:23][CH:22]=[CH:21][CH:20]=2)[CH2:4][NH:3]1.Br[C@H:26]([C:31]1[CH:36]=[CH:35][CH:34]=[CH:33][CH:32]=1)[C:27]([O:29][CH3:30])=[O:28].C(=O)([O-])[O-].[K+].[K+]. Product: [CH3:30][O:29][C:27](=[O:28])[C@H:26]([N:3]1[C:2](=[O:1])[C:6]2([CH2:7][CH2:8][N:9]([C:12]([O:14][C:15]([CH3:18])([CH3:17])[CH3:16])=[O:13])[CH2:10][CH2:11]2)[N:5]([C:19]2[CH:20]=[CH:21][CH:22]=[CH:23][CH:24]=2)[CH2:4]1)[C:31]1[CH:32]=[CH:33][CH:34]=[CH:35][CH:36]=1. The catalyst class is: 9. (2) Product: [CH:1]1[C:10]2[C:5](=[CH:6][CH:7]=[CH:8][CH:9]=2)[CH:4]=[C:3]([C:11]([N:13]=[N+:14]=[N-:15])=[O:12])[N:2]=1. Reactant: [CH:1]1[C:10]2[C:5](=[CH:6][CH:7]=[CH:8][CH:9]=2)[CH:4]=[C:3]([C:11]([NH:13][NH2:14])=[O:12])[N:2]=1.[N:15]([O-])=O.[Na+]. The catalyst class is: 126.